From a dataset of Full USPTO retrosynthesis dataset with 1.9M reactions from patents (1976-2016). Predict the reactants needed to synthesize the given product. (1) Given the product [C:1]1([S:7]([N:10]2[C:18]3[C:13](=[CH:14][C:15]([CH2:19][CH2:20][NH2:21])=[CH:16][CH:17]=3)[C:12]3[CH:24]=[C:25]([Cl:28])[CH:26]=[N:27][C:11]2=3)(=[O:9])=[O:8])[CH:2]=[CH:3][CH:4]=[CH:5][CH:6]=1, predict the reactants needed to synthesize it. The reactants are: [C:1]1([S:7]([N:10]2[C:18]3[C:13](=[CH:14][C:15]([CH2:19][CH2:20][N+:21]([O-])=O)=[CH:16][CH:17]=3)[C:12]3[CH:24]=[C:25]([Cl:28])[CH:26]=[N:27][C:11]2=3)(=[O:9])=[O:8])[CH:6]=[CH:5][CH:4]=[CH:3][CH:2]=1. (2) Given the product [Br:1][C:2]1[CH:3]=[C:4]([N:12]([CH2:19][CH3:20])[CH:13]2[CH2:18][CH2:17][O:16][CH2:15][CH2:14]2)[C:5]([CH3:11])=[C:6]([CH:10]=1)[C:7]([NH:22][CH2:23][C:24]1[C:25](=[O:32])[NH:26][C:27]([CH3:31])=[CH:28][C:29]=1[CH3:30])=[O:9], predict the reactants needed to synthesize it. The reactants are: [Br:1][C:2]1[CH:3]=[C:4]([N:12]([CH2:19][CH3:20])[CH:13]2[CH2:18][CH2:17][O:16][CH2:15][CH2:14]2)[C:5]([CH3:11])=[C:6]([CH:10]=1)[C:7]([OH:9])=O.Cl.[NH2:22][CH2:23][C:24]1[C:25](=[O:32])[NH:26][C:27]([CH3:31])=[CH:28][C:29]=1[CH3:30].C1CN([P+](ON2N=NC3C=CC=CC2=3)(N2CCCC2)N2CCCC2)CC1.F[P-](F)(F)(F)(F)F.CCN(C(C)C)C(C)C. (3) Given the product [CH3:24][C:23]1[C:18]([N:15]2[CH2:16][CH2:17][N:12]([C:10]([C:5]3[CH:4]=[CH:3][C:2]([N:27]4[CH2:28][CH2:29][CH2:30][CH2:31][S:26]4(=[O:33])=[O:32])=[CH:9][C:6]=3[C:7]#[N:8])=[O:11])[CH2:13][CH2:14]2)=[N:19][CH:20]=[C:21]([CH3:25])[CH:22]=1, predict the reactants needed to synthesize it. The reactants are: Br[C:2]1[CH:3]=[CH:4][C:5]([C:10]([N:12]2[CH2:17][CH2:16][N:15]([C:18]3[C:23]([CH3:24])=[CH:22][C:21]([CH3:25])=[CH:20][N:19]=3)[CH2:14][CH2:13]2)=[O:11])=[C:6]([CH:9]=1)[C:7]#[N:8].[S:26]1(=[O:33])(=[O:32])[CH2:31][CH2:30][CH2:29][CH2:28][NH:27]1.